From a dataset of Full USPTO retrosynthesis dataset with 1.9M reactions from patents (1976-2016). Predict the reactants needed to synthesize the given product. Given the product [OH:7][C:6]1[CH:8]=[C:23]([CH:24]=[CH:25][CH:13]=1)[CH2:22][OH:21], predict the reactants needed to synthesize it. The reactants are: [SiH3]O[SiH3].CO.[C:6]([C:13]1NC=CN=1)([C:8]1NC=CN=1)=[O:7].ClCCl.[O:21]1[CH2:25][CH2:24][CH2:23][CH2:22]1.